This data is from Clinical trial toxicity outcomes and FDA approval status for drugs. The task is: Regression/Classification. Given a drug SMILES string, predict its toxicity properties. Task type varies by dataset: regression for continuous values (e.g., LD50, hERG inhibition percentage) or binary classification for toxic/non-toxic outcomes (e.g., AMES mutagenicity, cardiotoxicity, hepatotoxicity). Dataset: clintox. (1) The compound is CC(C)[C@@H](CN1CC[C@@](C)(c2cccc(O)c2)[C@@H](C)C1)NC(=O)[C@H]1Cc2ccc(O)cc2CN1. The result is 1 (failed clinical trial for toxicity). (2) The molecule is CC[C@H](C)[C@H]1O[C@]2(CC[C@@H]1C)C[C@@H]1C[C@@H](C/C=C(\C)[C@@H](O[C@H]3C[C@H](OC)[C@@H](O[C@H]4C[C@H](OC)[C@@H](O)[C@H](C)O4)[C@H](C)O3)[C@@H](C)/C=C/C=C3\CO[C@@H]4[C@H](O)C(C)=C[C@@H](C(=O)O1)[C@]34O)O2. The result is 0 (passed clinical trial). (3) The molecule is CCO. The result is 0 (passed clinical trial). (4) The drug is CC(C)(O)c1ccccc1CC[C@@H](SCC1(CC(=O)[O-])CC1)c1cccc(/C=C/c2ccc3ccc(Cl)cc3n2)c1. The result is 0 (passed clinical trial). (5) The compound is CCCCCCCCCc1ccc(OCCOCCOCCOCCOCCOCCOCCOCCOCCO)cc1. The result is 0 (passed clinical trial).